Dataset: Full USPTO retrosynthesis dataset with 1.9M reactions from patents (1976-2016). Task: Predict the reactants needed to synthesize the given product. Given the product [Cl:1][C:2]1[CH:7]=[CH:6][C:5]([C@@H:8]2[N:14]([C@@H:15]([C:17]3[CH:22]=[CH:21][C:20]([Cl:23])=[CH:19][CH:18]=3)[CH3:16])[C:13](=[O:24])[C:12]3[CH:25]=[C:26]([C:33]4[CH:34]=[CH:35][CH:36]=[CH:37][C:32]=4[CH3:31])[CH:27]=[CH:28][C:11]=3[NH:10][C:9]2=[O:30])=[CH:4][CH:3]=1, predict the reactants needed to synthesize it. The reactants are: [Cl:1][C:2]1[CH:7]=[CH:6][C:5]([C@@H:8]2[N:14]([C@@H:15]([C:17]3[CH:22]=[CH:21][C:20]([Cl:23])=[CH:19][CH:18]=3)[CH3:16])[C:13](=[O:24])[C:12]3[CH:25]=[C:26](I)[CH:27]=[CH:28][C:11]=3[NH:10][C:9]2=[O:30])=[CH:4][CH:3]=1.[CH3:31][C:32]1[CH:37]=[CH:36][CH:35]=[CH:34][C:33]=1B(O)O.C(=O)([O-])[O-].[Na+].[Na+].